Predict the reaction yield, written as a fraction of the theoretical maximum amount of product (1.0 means a 100% yield; for example, 0.34 means a 34% yield). From a dataset of Reaction yield outcomes from USPTO patents with 853,638 reactions. (1) The reactants are [BH4-].[Li+].[C:3]([O:7][C:8]([NH:10][CH:11]([C:14]1[CH:24]=[CH:23][C:17]([C:18](OCC)=[O:19])=[CH:16][CH:15]=1)[CH2:12][F:13])=[O:9])([CH3:6])([CH3:5])[CH3:4].Cl.C(=O)(O)[O-].[Na+]. The catalyst is O1CCCC1. The product is [F:13][CH2:12][CH:11]([NH:10][C:8](=[O:9])[O:7][C:3]([CH3:5])([CH3:4])[CH3:6])[C:14]1[CH:15]=[CH:16][C:17]([CH2:18][OH:19])=[CH:23][CH:24]=1. The yield is 0.670. (2) The yield is 0.670. The reactants are [OH-].[Li+].[O:3]1[CH2:8][CH2:7][CH2:6][CH2:5][CH:4]1[CH2:9][CH2:10][C:11]([O:13]C)=[O:12].Cl. The product is [O:3]1[CH2:8][CH2:7][CH2:6][CH2:5][CH:4]1[CH2:9][CH2:10][C:11]([OH:13])=[O:12]. The catalyst is O1CCCC1.